This data is from Catalyst prediction with 721,799 reactions and 888 catalyst types from USPTO. The task is: Predict which catalyst facilitates the given reaction. Reactant: [CH2:1]([O:3][C:4]([C:6]1[C:7]([CH3:31])=[C:8]2[C:13](=[CH:14][C:15]=1[CH3:16])[N:12]=[C:11]([CH2:17][OH:18])[N:10]([C:19]1[CH:24]=[CH:23][CH:22]=[CH:21][C:20]=1[S:25](=[O:29])(=[O:28])[NH:26][CH3:27])[C:9]2=[O:30])=[O:5])[CH3:2].Cl[C:33](OC1C=CC=CC=1)=[O:34].[CH2:42]([CH2:44][NH2:45])[OH:43]. Product: [CH2:1]([O:3][C:4]([C:6]1[C:7]([CH3:31])=[C:8]2[C:13](=[CH:14][C:15]=1[CH3:16])[N:12]=[C:11]([CH2:17][O:18][C:33](=[O:34])[NH:45][CH2:44][CH2:42][OH:43])[N:10]([C:19]1[CH:24]=[CH:23][CH:22]=[CH:21][C:20]=1[S:25](=[O:29])(=[O:28])[NH:26][CH3:27])[C:9]2=[O:30])=[O:5])[CH3:2]. The catalyst class is: 17.